Dataset: Full USPTO retrosynthesis dataset with 1.9M reactions from patents (1976-2016). Task: Predict the reactants needed to synthesize the given product. Given the product [CH:1]([NH:4][C:5]([C:7]1[C:15]2[C:10](=[N:11][CH:12]=[C:13]([C:16]3[C:24]4[C:19](=[CH:20][CH:21]=[C:22]([CH:25]([OH:26])[CH3:36])[CH:23]=4)[N:18]([CH3:27])[N:17]=3)[N:14]=2)[N:9]([CH2:28][O:29][CH2:30][CH2:31][Si:32]([CH3:33])([CH3:35])[CH3:34])[CH:8]=1)=[O:6])([CH3:3])[CH3:2], predict the reactants needed to synthesize it. The reactants are: [CH:1]([NH:4][C:5]([C:7]1[C:15]2[C:10](=[N:11][CH:12]=[C:13]([C:16]3[C:24]4[C:19](=[CH:20][CH:21]=[C:22]([CH:25]=[O:26])[CH:23]=4)[N:18]([CH3:27])[N:17]=3)[N:14]=2)[N:9]([CH2:28][O:29][CH2:30][CH2:31][Si:32]([CH3:35])([CH3:34])[CH3:33])[CH:8]=1)=[O:6])([CH3:3])[CH3:2].[CH3:36][Mg]Br.